From a dataset of Catalyst prediction with 721,799 reactions and 888 catalyst types from USPTO. Predict which catalyst facilitates the given reaction. (1) Reactant: Cl.[NH:2]1[C:11]2[C:6](=[CH:7][CH:8]=[CH:9][CH:10]=2)[C:5](=[O:12])[CH2:4][NH:3]1.[C:13](O[C:13]([O:15][C:16]([CH3:19])([CH3:18])[CH3:17])=[O:14])([O:15][C:16]([CH3:19])([CH3:18])[CH3:17])=[O:14].C(N(CC)CC)C. Product: [O:12]=[C:5]1[C:6]2[C:11](=[CH:10][CH:9]=[CH:8][CH:7]=2)[NH:2][N:3]([C:13]([O:15][C:16]([CH3:19])([CH3:18])[CH3:17])=[O:14])[CH2:4]1. The catalyst class is: 1. (2) Reactant: [Si]([O:18][C:19]1[CH:63]=[CH:62][C:22]([O:23][CH2:24][C@@H:25]([OH:61])[CH2:26][NH:27][CH2:28][CH2:29][C:30]2[CH:35]=[CH:34][C:33]([N:36]3[C:40]4=[N:41][CH:42]=[CH:43][CH:44]=[C:39]4[N:38]=[C:37]3[C:45]3[CH:46]=[C:47]([NH:51][C:52]([NH:54][CH2:55][CH2:56][CH2:57][CH2:58][CH2:59][CH3:60])=[O:53])[CH:48]=[CH:49][CH:50]=3)=[CH:32][CH:31]=2)=[CH:21][CH:20]=1)(C(C)(C)C)(C1C=CC=CC=1)C1C=CC=CC=1. Product: [CH2:55]([NH:54][C:52]([NH:51][C:47]1[CH:48]=[CH:49][CH:50]=[C:45]([C:37]2[N:36]([C:33]3[CH:34]=[CH:35][C:30]([CH2:29][CH2:28][NH:27][CH2:26][CH:25]([OH:61])[CH2:24][O:23][C:22]4[CH:21]=[CH:20][C:19]([OH:18])=[CH:63][CH:62]=4)=[CH:31][CH:32]=3)[C:40]3=[N:41][CH:42]=[CH:43][CH:44]=[C:39]3[N:38]=2)[CH:46]=1)=[O:53])[CH2:56][CH2:57][CH2:58][CH2:59][CH3:60]. The catalyst class is: 147.